The task is: Regression. Given a peptide amino acid sequence and an MHC pseudo amino acid sequence, predict their binding affinity value. This is MHC class I binding data.. This data is from Peptide-MHC class I binding affinity with 185,985 pairs from IEDB/IMGT. (1) The peptide sequence is RERVNINIV. The MHC is HLA-B18:01 with pseudo-sequence HLA-B18:01. The binding affinity (normalized) is 0.0259. (2) The peptide sequence is DTPINIFGRNL. The MHC is Mamu-A01 with pseudo-sequence Mamu-A01. The binding affinity (normalized) is 0.320. (3) The peptide sequence is GSSDFQVHFLK. The MHC is HLA-C04:01 with pseudo-sequence HLA-C04:01. The binding affinity (normalized) is 0.0847. (4) The peptide sequence is EYARNNHR. The MHC is H-2-Kd with pseudo-sequence H-2-Kd. The binding affinity (normalized) is 0. (5) The peptide sequence is DSFAKQPQW. The MHC is HLA-A02:19 with pseudo-sequence HLA-A02:19. The binding affinity (normalized) is 0.0847. (6) The peptide sequence is FSFSNLYHL. The MHC is H-2-Db with pseudo-sequence H-2-Db. The binding affinity (normalized) is 0.953.